From a dataset of Reaction yield outcomes from USPTO patents with 853,638 reactions. Predict the reaction yield, written as a fraction of the theoretical maximum amount of product (1.0 means a 100% yield; for example, 0.34 means a 34% yield). (1) The reactants are C(NC(C)C)(C)C.[Br:8][C:9]1[CH:14]=[CH:13][N:12]=[C:11]2[N:15]([S:18]([C:21]3[CH:26]=[CH:25][C:24]([CH3:27])=[CH:23][CH:22]=3)(=[O:20])=[O:19])[CH:16]=[CH:17][C:10]=12.[I:28]I. The catalyst is C1COCC1. The product is [Br:8][C:9]1[CH:14]=[CH:13][N:12]=[C:11]2[N:15]([S:18]([C:21]3[CH:26]=[CH:25][C:24]([CH3:27])=[CH:23][CH:22]=3)(=[O:20])=[O:19])[C:16]([I:28])=[CH:17][C:10]=12. The yield is 0.700. (2) The reactants are [CH:1]([C:4]1[O:8][N:7]=[C:6]([C:9]([O:11][CH2:12][CH3:13])=[O:10])[C:5]=1[N+:14]([O-])=O)([CH3:3])[CH3:2]. The catalyst is CO.[Ni]. The product is [NH2:14][C:5]1[C:6]([C:9]([O:11][CH2:12][CH3:13])=[O:10])=[N:7][O:8][C:4]=1[CH:1]([CH3:3])[CH3:2]. The yield is 0.860. (3) The reactants are [NH2:1][C:2]1[C:3]([C:12](O)=[O:13])=[CH:4][C:5]2[C:10]([CH:11]=1)=[CH:9][CH:8]=[CH:7][CH:6]=2.[H-].[H-].[H-].[H-].[Li+].[Al+3].O.[OH-].[Na+]. The catalyst is C1COCC1. The product is [NH2:1][C:2]1[C:3]([CH2:12][OH:13])=[CH:4][C:5]2[C:10]([CH:11]=1)=[CH:9][CH:8]=[CH:7][CH:6]=2. The yield is 0.950. (4) The reactants are [CH3:1][C:2]1[CH:35]=[C:5]2[N:6]([CH:29]3[CH2:34][CH2:33][O:32][CH2:31][CH2:30]3)[C:7](=[O:28])[C:8]([CH2:13][C:14]3[CH:19]=[CH:18][C:17]([C:20]4[C:21]([C:26]#[N:27])=[CH:22][CH:23]=[CH:24][CH:25]=4)=[CH:16][CH:15]=3)=[C:9]([CH2:10][CH2:11][CH3:12])[N:4]2[N:3]=1.C([Sn](=O)CCCC)CCC.[N:46]([Si](C)(C)C)=[N+:47]=[N-:48].C1(C)C=CC=CC=1. The catalyst is C(OCC)(=O)C. The product is [CH3:1][C:2]1[CH:35]=[C:5]2[N:6]([CH:29]3[CH2:30][CH2:31][O:32][CH2:33][CH2:34]3)[C:7](=[O:28])[C:8]([CH2:13][C:14]3[CH:15]=[CH:16][C:17]([C:20]4[CH:25]=[CH:24][CH:23]=[CH:22][C:21]=4[C:26]4[NH:48][N:47]=[N:46][N:27]=4)=[CH:18][CH:19]=3)=[C:9]([CH2:10][CH2:11][CH3:12])[N:4]2[N:3]=1. The yield is 0.310. (5) The reactants are Cl[CH2:2][C:3]([C:5]1[CH:6]=[C:7]2[C:11](=[CH:12][CH:13]=1)[NH:10][C:9](=[O:14])[CH2:8]2)=O.[CH:15]([NH2:17])=[S:16].C(N(CC)CC)C. The catalyst is O1CCOCC1. The product is [S:16]1[CH:2]=[C:3]([C:5]2[CH:6]=[C:7]3[C:11](=[CH:12][CH:13]=2)[NH:10][C:9](=[O:14])[CH2:8]3)[N:17]=[CH:15]1. The yield is 0.350.